Dataset: NCI-60 drug combinations with 297,098 pairs across 59 cell lines. Task: Regression. Given two drug SMILES strings and cell line genomic features, predict the synergy score measuring deviation from expected non-interaction effect. (1) Drug 1: CC(C1=C(C=CC(=C1Cl)F)Cl)OC2=C(N=CC(=C2)C3=CN(N=C3)C4CCNCC4)N. Drug 2: CC(C)(C#N)C1=CC(=CC(=C1)CN2C=NC=N2)C(C)(C)C#N. Cell line: COLO 205. Synergy scores: CSS=7.99, Synergy_ZIP=0.143, Synergy_Bliss=6.75, Synergy_Loewe=0.908, Synergy_HSA=2.38. (2) Drug 2: COCCOC1=C(C=C2C(=C1)C(=NC=N2)NC3=CC=CC(=C3)C#C)OCCOC.Cl. Synergy scores: CSS=39.2, Synergy_ZIP=4.32, Synergy_Bliss=6.79, Synergy_Loewe=-6.19, Synergy_HSA=7.74. Cell line: SN12C. Drug 1: C1C(C(OC1N2C=NC3=C(N=C(N=C32)Cl)N)CO)O. (3) Drug 1: CC1C(C(=O)NC(C(=O)N2CCCC2C(=O)N(CC(=O)N(C(C(=O)O1)C(C)C)C)C)C(C)C)NC(=O)C3=C4C(=C(C=C3)C)OC5=C(C(=O)C(=C(C5=N4)C(=O)NC6C(OC(=O)C(N(C(=O)CN(C(=O)C7CCCN7C(=O)C(NC6=O)C(C)C)C)C)C(C)C)C)N)C. Drug 2: COCCOC1=C(C=C2C(=C1)C(=NC=N2)NC3=CC=CC(=C3)C#C)OCCOC.Cl. Cell line: UACC62. Synergy scores: CSS=17.9, Synergy_ZIP=-6.55, Synergy_Bliss=0.0896, Synergy_Loewe=-7.76, Synergy_HSA=-0.489. (4) Drug 1: CN1CCC(CC1)COC2=C(C=C3C(=C2)N=CN=C3NC4=C(C=C(C=C4)Br)F)OC. Drug 2: C1=CC(=C2C(=C1NCCNCCO)C(=O)C3=C(C=CC(=C3C2=O)O)O)NCCNCCO. Cell line: A498. Synergy scores: CSS=48.5, Synergy_ZIP=7.83, Synergy_Bliss=11.4, Synergy_Loewe=8.57, Synergy_HSA=15.8. (5) Drug 1: CC1C(C(CC(O1)OC2CC(CC3=C2C(=C4C(=C3O)C(=O)C5=C(C4=O)C(=CC=C5)OC)O)(C(=O)CO)O)N)O.Cl. Drug 2: C1CNP(=O)(OC1)N(CCCl)CCCl. Cell line: SNB-75. Synergy scores: CSS=0.933, Synergy_ZIP=-0.353, Synergy_Bliss=-0.435, Synergy_Loewe=0.708, Synergy_HSA=-0.386. (6) Drug 1: CN1CCC(CC1)COC2=C(C=C3C(=C2)N=CN=C3NC4=C(C=C(C=C4)Br)F)OC. Drug 2: CS(=O)(=O)CCNCC1=CC=C(O1)C2=CC3=C(C=C2)N=CN=C3NC4=CC(=C(C=C4)OCC5=CC(=CC=C5)F)Cl. Cell line: HL-60(TB). Synergy scores: CSS=-17.8, Synergy_ZIP=8.70, Synergy_Bliss=0.801, Synergy_Loewe=-7.84, Synergy_HSA=-9.28. (7) Drug 2: C1CC(=O)NC(=O)C1N2C(=O)C3=CC=CC=C3C2=O. Synergy scores: CSS=30.4, Synergy_ZIP=-0.934, Synergy_Bliss=-2.57, Synergy_Loewe=-14.8, Synergy_HSA=-2.67. Cell line: OVCAR-8. Drug 1: C1=NC2=C(N=C(N=C2N1C3C(C(C(O3)CO)O)O)F)N. (8) Drug 1: CC(CN1CC(=O)NC(=O)C1)N2CC(=O)NC(=O)C2. Drug 2: CCC1(CC2CC(C3=C(CCN(C2)C1)C4=CC=CC=C4N3)(C5=C(C=C6C(=C5)C78CCN9C7C(C=CC9)(C(C(C8N6C=O)(C(=O)OC)O)OC(=O)C)CC)OC)C(=O)OC)O.OS(=O)(=O)O. Cell line: HCT116. Synergy scores: CSS=31.0, Synergy_ZIP=-1.51, Synergy_Bliss=-0.848, Synergy_Loewe=1.78, Synergy_HSA=1.98. (9) Drug 1: CN1C(=O)N2C=NC(=C2N=N1)C(=O)N. Drug 2: C(CC(=O)O)C(=O)CN.Cl. Cell line: UACC-257. Synergy scores: CSS=4.20, Synergy_ZIP=-2.09, Synergy_Bliss=-3.67, Synergy_Loewe=-2.95, Synergy_HSA=-3.33.